This data is from Reaction yield outcomes from USPTO patents with 853,638 reactions. The task is: Predict the reaction yield, written as a fraction of the theoretical maximum amount of product (1.0 means a 100% yield; for example, 0.34 means a 34% yield). (1) The reactants are [I:1]N1C(=O)CCC1=O.[F:9][C:10]([F:19])([F:18])[C:11]1[CH:16]=[CH:15][C:14]([OH:17])=[CH:13][CH:12]=1.S(=O)(=O)(O)O. The catalyst is C(O)(=O)C.O. The product is [I:1][C:13]1[CH:12]=[C:11]([C:10]([F:18])([F:19])[F:9])[CH:16]=[CH:15][C:14]=1[OH:17]. The yield is 0.630. (2) The reactants are [N:1]1[CH:6]=[CH:5][CH:4]=[C:3]([CH:7]([C:21]2[CH:22]=[N:23][CH:24]=[CH:25][CH:26]=2)[N:8]2[CH2:13][CH2:12][N:11](C(OC(C)(C)C)=O)[CH2:10][CH2:9]2)[CH:2]=1.CN1CCOCC1.[Si](I)(C)(C)C. The catalyst is C(Cl)Cl. The product is [N:1]1[CH:6]=[CH:5][CH:4]=[C:3]([CH:7]([C:21]2[CH:22]=[N:23][CH:24]=[CH:25][CH:26]=2)[N:8]2[CH2:13][CH2:12][NH:11][CH2:10][CH2:9]2)[CH:2]=1. The yield is 0.650. (3) No catalyst specified. The product is [CH3:12][O:13][C:14](=[O:28])[CH2:15][C:16]1[S:20][C:19]([NH:21][C:7](=[O:9])[C:6]2[CH:10]=[C:2]([Br:1])[CH:3]=[CH:4][C:5]=2[OH:11])=[N:18][C:17]=1[C:22]1[CH:27]=[CH:26][CH:25]=[CH:24][CH:23]=1. The reactants are [Br:1][C:2]1[CH:10]=[C:6]([C:7]([OH:9])=O)[C:5]([OH:11])=[CH:4][CH:3]=1.[CH3:12][O:13][C:14](=[O:28])[CH2:15][C:16]1[S:20][C:19]([NH2:21])=[N:18][C:17]=1[C:22]1[CH:27]=[CH:26][CH:25]=[CH:24][CH:23]=1. The yield is 0.321.